Task: Predict which catalyst facilitates the given reaction.. Dataset: Catalyst prediction with 721,799 reactions and 888 catalyst types from USPTO (1) Reactant: [CH3:1][C:2]1[S:3][C:4]2[CH:10]=[CH:9][CH:8]=[CH:7][C:5]=2[N:6]=1.[I:11][CH2:12][CH2:13][C:14]([OH:16])=[O:15].CCOCC. Product: [I-:11].[C:14]([CH2:13][CH2:12][N+:6]1[C:5]2[CH:7]=[CH:8][CH:9]=[CH:10][C:4]=2[S:3][C:2]=1[CH3:1])([OH:16])=[O:15]. The catalyst class is: 5. (2) Product: [S:30]1[CH:31]=[CH:32][CH:33]=[C:29]1[C:2]1[CH:7]=[C:6]([O:8][CH2:9][CH2:10][CH2:11][CH2:12][CH2:13][CH2:14][CH2:15][CH3:16])[C:5]([C:29]2[S:30][CH:31]=[CH:32][CH:33]=2)=[CH:4][C:3]=1[O:18][CH2:19][CH2:20][CH2:21][CH2:22][CH2:23][CH2:24][CH2:25][CH3:26]. The catalyst class is: 54. Reactant: Br[C:2]1[CH:7]=[C:6]([O:8][CH2:9][CH2:10][CH2:11][CH2:12][CH2:13][CH2:14][CH2:15][CH3:16])[C:5](Br)=[CH:4][C:3]=1[O:18][CH2:19][CH2:20][CH2:21][CH2:22][CH2:23][CH2:24][CH2:25][CH3:26].[Mg].Br[C:29]1[S:30][CH:31]=[CH:32][CH:33]=1. (3) Reactant: [Cl:1][C:2]1[CH:6]=[CH:5][S:4][C:3]=1[CH2:7][CH:8]([NH2:10])[CH3:9].[Br:11]Br.C(OC)(C)(C)C.[OH-].[Na+]. Product: [Br:11][C:5]1[S:4][C:3]([CH2:7][CH:8]([NH2:10])[CH3:9])=[C:2]([Cl:1])[CH:6]=1. The catalyst class is: 15. (4) Product: [Br:21][C:16]1[C:17]([CH3:19])=[CH:18][C:13]2[O:12][CH2:11][CH:10]([C:7]3[CH:8]=[CH:9][C:4]([CH:1]([CH3:3])[CH3:2])=[CH:5][CH:6]=3)[C:14]=2[C:15]=1[CH3:20]. Reactant: [CH:1]([C:4]1[CH:9]=[CH:8][C:7]([CH:10]2[C:14]3[C:15]([CH3:20])=[CH:16][C:17]([CH3:19])=[CH:18][C:13]=3[O:12][CH2:11]2)=[CH:6][CH:5]=1)([CH3:3])[CH3:2].[Br:21]N1C(=O)CCC1=O. The catalyst class is: 10. (5) Reactant: [Cl:1][C:2]1[CH:8]=[CH:7][C:5]([NH2:6])=[CH:4][CH:3]=1.[CH2:9]([C:11](=O)[C:12]([O-:14])=[O:13])[CH3:10].[F:16][C:17]1[CH:24]=[CH:23][C:20](C=C)=[CH:19][CH:18]=1.F[C:26](F)(F)[C:27](O)=O. Product: [CH2:26]([O:14][C:12]([CH:11]1[CH2:9][CH:10]([C:20]2[CH:23]=[CH:24][C:17]([F:16])=[CH:18][CH:19]=2)[C:7]2[C:5](=[CH:4][CH:3]=[C:2]([Cl:1])[CH:8]=2)[NH:6]1)=[O:13])[CH3:27]. The catalyst class is: 10. (6) Reactant: Cl.[CH2:2]([O:4][C@@H:5]1[CH2:10][CH2:9][CH2:8][NH:7][CH2:6]1)[CH3:3].[CH:11]([C@@H:13]1[CH2:18][CH2:17][CH2:16][CH2:15][C@H:14]1[NH:19][C:20](=[O:26])[O:21][C:22]([CH3:25])([CH3:24])[CH3:23])=O.C(O[BH-](OC(=O)C)OC(=O)C)(=O)C.[Na+].[OH-].[Na+]. Product: [C:22]([O:21][C:20](=[O:26])[NH:19][C@@H:14]1[CH2:15][CH2:16][CH2:17][CH2:18][C@H:13]1[CH2:11][N:7]1[CH2:8][CH2:9][CH2:10][C@@H:5]([O:4][CH2:2][CH3:3])[CH2:6]1)([CH3:25])([CH3:23])[CH3:24]. The catalyst class is: 46.